Dataset: Reaction yield outcomes from USPTO patents with 853,638 reactions. Task: Predict the reaction yield, written as a fraction of the theoretical maximum amount of product (1.0 means a 100% yield; for example, 0.34 means a 34% yield). (1) The catalyst is CN(C)C=O. The yield is 0.0900. The reactants are [NH2:1][C:2]1[CH:7]=[CH:6][C:5]([CH:8]=[CH:9][C:10]([O:12][CH3:13])=[O:11])=[C:4]([NH:14][C:15]([NH:17][C:18](=[O:28])[C:19]2[CH:24]=[C:23]([F:25])[C:22]([F:26])=[CH:21][C:20]=2[Cl:27])=[O:16])[CH:3]=1.C(=O)([O-])[O-].[K+].[K+].Cl[C:36]([O:38][C:39]1[CH:44]=[CH:43][C:42]([Cl:45])=[CH:41][CH:40]=1)=[O:37]. The product is [Cl:27][C:20]1[CH:21]=[C:22]([F:26])[C:23]([F:25])=[CH:24][C:19]=1[C:18]([NH:17][C:15](=[O:16])[NH:14][C:4]1[CH:3]=[C:2]([NH:1][C:36]([O:38][C:39]2[CH:44]=[CH:43][C:42]([Cl:45])=[CH:41][CH:40]=2)=[O:37])[CH:7]=[CH:6][C:5]=1/[CH:8]=[CH:9]/[C:10]([O:12][CH3:13])=[O:11])=[O:28]. (2) The reactants are N1C=CC=CC=1.[CH2:7]([C@@:14]1([C:27]2[CH:42]=[CH:41][C:30]([C:31]([NH:33][C:34]3[C:35]([CH3:40])=[N:36][CH:37]=[CH:38][CH:39]=3)=[O:32])=[CH:29][C:28]=2[CH2:43]O)[CH2:19][CH2:18][C@:17]([OH:24])([C:20]([F:23])([F:22])[F:21])[CH2:16][C@H:15]1[CH2:25][OH:26])[C:8]1[CH:13]=[CH:12][CH:11]=[CH:10][CH:9]=1.C1(C)C=CC(S(Cl)(=O)=O)=CC=1. The catalyst is ClC(Cl)C. The product is [CH2:7]([C@@:14]12[CH2:19][CH2:18][C@:17]([OH:24])([C:20]([F:23])([F:21])[F:22])[CH2:16][C@H:15]1[CH2:25][O:26][CH2:43][C:28]1[CH:29]=[C:30]([C:31]([NH:33][C:34]3[C:35]([CH3:40])=[N:36][CH:37]=[CH:38][CH:39]=3)=[O:32])[CH:41]=[CH:42][C:27]2=1)[C:8]1[CH:13]=[CH:12][CH:11]=[CH:10][CH:9]=1. The yield is 0.250. (3) The reactants are Br[C:2]1[CH:3]=[C:4]([F:11])[CH:5]=[C:6]2[C:10]=1[NH:9][CH:8]=[CH:7]2.C(Cl)Cl.[CH3:15][N:16](C=O)C. The catalyst is [C-]#N.[C-]#N.[Zn+2].C1C=CC([P]([Pd]([P](C2C=CC=CC=2)(C2C=CC=CC=2)C2C=CC=CC=2)([P](C2C=CC=CC=2)(C2C=CC=CC=2)C2C=CC=CC=2)[P](C2C=CC=CC=2)(C2C=CC=CC=2)C2C=CC=CC=2)(C2C=CC=CC=2)C2C=CC=CC=2)=CC=1. The product is [F:11][C:4]1[CH:5]=[C:6]2[C:10](=[C:2]([C:15]#[N:16])[CH:3]=1)[NH:9][CH:8]=[CH:7]2. The yield is 0.640. (4) The reactants are [CH2:1]([N:8]1[CH2:17][CH2:16][C:15]2[C:14]([C:18]([O:20]C)=[O:19])=[N:13][CH:12]=[N:11][C:10]=2[CH2:9]1)[C:2]1[CH:7]=[CH:6][CH:5]=[CH:4][CH:3]=1.[OH-].[Na+]. The catalyst is CO. The product is [CH2:1]([N:8]1[CH2:17][CH2:16][C:15]2[C:14]([C:18]([OH:20])=[O:19])=[N:13][CH:12]=[N:11][C:10]=2[CH2:9]1)[C:2]1[CH:3]=[CH:4][CH:5]=[CH:6][CH:7]=1. The yield is 0.910.